From a dataset of Full USPTO retrosynthesis dataset with 1.9M reactions from patents (1976-2016). Predict the reactants needed to synthesize the given product. (1) Given the product [CH3:16][C:17]1[CH:22]=[CH:21][C:20]([NH:23][S:10]([C:7]2[S:6][C:5]3[CH:14]=[CH:15][C:2]([Cl:1])=[CH:3][C:4]=3[C:8]=2[CH3:9])(=[O:12])=[O:11])=[CH:19][C:18]=1[N:24]1[CH2:25][CH2:26][N:27]([CH3:30])[CH2:28][CH2:29]1, predict the reactants needed to synthesize it. The reactants are: [Cl:1][C:2]1[CH:15]=[CH:14][C:5]2[S:6][C:7]([S:10](Cl)(=[O:12])=[O:11])=[C:8]([CH3:9])[C:4]=2[CH:3]=1.[CH3:16][C:17]1[CH:22]=[CH:21][C:20]([NH2:23])=[CH:19][C:18]=1[N:24]1[CH2:29][CH2:28][N:27]([CH3:30])[CH2:26][CH2:25]1. (2) Given the product [CH3:36][N:37]([CH3:47])[C:38]1[CH:43]=[CH:42][C:41]([C:2]2[CH:3]=[CH:4][C:5]([C:8]([N:10]3[CH2:15][C@@H:14]4[CH2:16][C@H:11]3[CH2:12][N:13]4[C:17]([C@@H:19]([NH:24][C:25]([C:27]3[NH:28][C:29]4[C:34]([CH:35]=3)=[CH:33][CH:32]=[CH:31][CH:30]=4)=[O:26])[C:20]([CH3:21])([CH3:22])[CH3:23])=[O:18])=[O:9])=[N:6][CH:7]=2)=[CH:40][CH:39]=1, predict the reactants needed to synthesize it. The reactants are: Br[C:2]1[CH:3]=[CH:4][C:5]([C:8]([N:10]2[CH2:15][C@@H:14]3[CH2:16][C@H:11]2[CH2:12][N:13]3[C:17]([C@@H:19]([NH:24][C:25]([C:27]2[NH:28][C:29]3[C:34]([CH:35]=2)=[CH:33][CH:32]=[CH:31][CH:30]=3)=[O:26])[C:20]([CH3:23])([CH3:22])[CH3:21])=[O:18])=[O:9])=[N:6][CH:7]=1.[CH3:36][N:37]([CH3:47])[C:38]1[CH:43]=[CH:42][C:41](B(O)O)=[CH:40][CH:39]=1.C(=O)([O-])[O-].[K+].[K+].O. (3) Given the product [F:58][C:59]1[CH:60]=[C:61]([CH2:62][NH:63][C:22]([C:21]2[CH:20]=[N:19][N:12]3[C@H:13]([C:15]([F:18])([F:17])[F:16])[CH2:14][C@H:9]([C:6]4[CH:7]=[CH:8][C:3]([CH2:1][CH3:2])=[CH:4][CH:5]=4)[NH:10][C:11]=23)=[O:24])[CH:64]=[CH:65][C:66]=1[F:67], predict the reactants needed to synthesize it. The reactants are: [CH2:1]([C:3]1[CH:8]=[CH:7][C:6]([C@H:9]2[CH2:14][C@@H:13]([C:15]([F:18])([F:17])[F:16])[N:12]3[N:19]=[CH:20][C:21]([C:22]([OH:24])=O)=[C:11]3[NH:10]2)=[CH:5][CH:4]=1)[CH3:2].CN(C(ON1N=NC2C=CC=NC1=2)=[N+](C)C)C.F[P-](F)(F)(F)(F)F.C(N(CC)C(C)C)(C)C.[F:58][C:59]1[CH:60]=[C:61]([CH:64]=[CH:65][C:66]=1[F:67])[CH2:62][NH2:63]. (4) Given the product [N+:1]([C:4]1[CH:11]=[CH:10][C:7](/[CH:8]=[CH:37]/[C:39]2[N:40]=[C:41]([NH:44][C:45](=[O:47])[CH3:46])[S:42][CH:43]=2)=[CH:6][CH:5]=1)([O-:3])=[O:2], predict the reactants needed to synthesize it. The reactants are: [N+:1]([C:4]1[CH:11]=[CH:10][C:7]([CH2:8]Br)=[CH:6][CH:5]=1)([O-:3])=[O:2].C1(P(C2C=CC=CC=2)C2C=CC=CC=2)C=CC=CC=1.[O-]CCCC.[K+].[CH:37]([C:39]1[N:40]=[C:41]([NH:44][C:45](=[O:47])[CH3:46])[S:42][CH:43]=1)=O. (5) Given the product [NH2:47][C:21]1[CH:22]=[C:23]2[C:28](=[CH:29][CH:30]=1)[N:27]([CH2:31][CH2:32][N:33]([CH2:41][CH3:42])[C:34](=[O:40])[O:35][C:36]([CH3:39])([CH3:38])[CH3:37])[CH2:26][CH2:25][CH2:24]2, predict the reactants needed to synthesize it. The reactants are: C(P(C(C)(C)C)C(C)(C)C)(C)(C)C.CCCCCC.Br[C:21]1[CH:22]=[C:23]2[C:28](=[CH:29][CH:30]=1)[N:27]([CH2:31][CH2:32][N:33]([CH2:41][CH3:42])[C:34](=[O:40])[O:35][C:36]([CH3:39])([CH3:38])[CH3:37])[CH2:26][CH2:25][CH2:24]2.C[Si]([N-:47][Si](C)(C)C)(C)C.[Li+].CCCC[N+](CCCC)(CCCC)CCCC.[F-]. (6) The reactants are: [CH3:1][O:2][CH2:3][CH2:4][CH2:5][C:6]1[CH:11]=[CH:10][CH:9]=[CH:8][C:7]=1[C:12]1[CH:17]=[CH:16][C:15]([CH:18]([CH2:21][C:22]2[CH:23]=[N:24][CH:25]=[CH:26][CH:27]=2)[C:19]#[N:20])=[C:14]([CH3:28])[CH:13]=1.[O:29](C(OC(C)(C)C)=O)[C:30]([O:32][C:33]([CH3:36])([CH3:35])[CH3:34])=O.[BH4-].[Na+]. Given the product [C:33]([O:32][C:30](=[O:29])[NH:20][CH2:19][CH:18]([C:15]1[CH:16]=[CH:17][C:12]([C:7]2[CH:8]=[CH:9][CH:10]=[CH:11][C:6]=2[CH2:5][CH2:4][CH2:3][O:2][CH3:1])=[CH:13][C:14]=1[CH3:28])[CH2:21][C:22]1[CH:23]=[N:24][CH:25]=[CH:26][CH:27]=1)([CH3:36])([CH3:35])[CH3:34], predict the reactants needed to synthesize it. (7) The reactants are: C([O:8][C:9]1[CH:14]=[C:13]([O:15][CH2:16][CH2:17][O:18][CH3:19])[CH:12]=[CH:11][C:10]=1/[C:20](/[CH3:27])=[CH:21]/[C:22]([O:24][CH2:25][CH3:26])=[O:23])C1C=CC=CC=1. Given the product [OH:8][C:9]1[CH:14]=[C:13]([O:15][CH2:16][CH2:17][O:18][CH3:19])[CH:12]=[CH:11][C:10]=1[CH:20]([CH3:27])[CH2:21][C:22]([O:24][CH2:25][CH3:26])=[O:23], predict the reactants needed to synthesize it. (8) Given the product [Cl:27][C:12]1[C:13]2[N:19]=[CH:18][C:17]([C:20]([F:23])([F:22])[F:21])=[CH:16][C:14]=2[N:15]=[C:10]([C:5]2[CH:6]=[CH:7][CH:8]=[CH:9][C:4]=2[S:3][CH2:1][CH3:2])[N:11]=1, predict the reactants needed to synthesize it. The reactants are: [CH2:1]([S:3][C:4]1[CH:9]=[CH:8][CH:7]=[CH:6][C:5]=1[C:10]1[NH:11][C:12](=O)[C:13]2[N:19]=[CH:18][C:17]([C:20]([F:23])([F:22])[F:21])=[CH:16][C:14]=2[N:15]=1)[CH3:2].P(Cl)(Cl)([Cl:27])=O.C(N(CC)C(C)C)(C)C.